This data is from Forward reaction prediction with 1.9M reactions from USPTO patents (1976-2016). The task is: Predict the product of the given reaction. (1) The product is: [CH2:33]([O:32][C:30]([NH:3][CH2:4][C:5]1[C:6]([CH2:22][C:23]([CH3:26])([CH3:25])[CH3:24])=[N:7][C:8]([CH3:21])=[C:9]([C:13]=1[C:14]1[CH:19]=[CH:18][C:17]([CH3:20])=[CH:16][CH:15]=1)[C:10]([OH:12])=[O:11])=[O:31])[C:34]1[CH:39]=[CH:38][CH:37]=[CH:36][CH:35]=1. Given the reactants Cl.Cl.[NH2:3][CH2:4][C:5]1[C:6]([CH2:22][C:23]([CH3:26])([CH3:25])[CH3:24])=[N:7][C:8]([CH3:21])=[C:9]([C:13]=1[C:14]1[CH:19]=[CH:18][C:17]([CH3:20])=[CH:16][CH:15]=1)[C:10]([OH:12])=[O:11].[OH-].[Na+].Cl[C:30]([O:32][CH2:33][C:34]1[CH:39]=[CH:38][CH:37]=[CH:36][CH:35]=1)=[O:31].Cl, predict the reaction product. (2) The product is: [ClH:1].[CH3:2][C:3]1[CH:12]=[C:11]([N:13]2[CH2:17][CH2:16][CH2:15][CH2:14]2)[C:10]2[C:5](=[CH:6][C:7]([NH:23][C:24](=[O:26])[CH3:25])=[C:8]([N:18]3[CH2:22][CH2:21][CH2:20][CH2:19]3)[CH:9]=2)[N:4]=1. Given the reactants [ClH:1].[CH3:2][C:3]1[CH:12]=[C:11]([N:13]2[CH2:17][CH2:16][CH2:15][CH2:14]2)[C:10]2[C:5](=[CH:6][C:7]([NH2:23])=[C:8]([N:18]3[CH2:22][CH2:21][CH2:20][CH2:19]3)[CH:9]=2)[N:4]=1.[C:24](OC(=O)C)(=[O:26])[CH3:25], predict the reaction product. (3) Given the reactants [CH3:1][C:2]([O:5][C:6]([N:8]1[CH2:14][C:13]2[CH:15]=[C:16](B(O)O)[CH:17]=[CH:18][C:12]=2[O:11][CH2:10][CH2:9]1)=[O:7])([CH3:4])[CH3:3].[NH2:22][C:23]1[C:28]([S:29]([NH2:32])(=[O:31])=[O:30])=[CH:27][C:26](Br)=[CH:25][N:24]=1.C(=O)([O-])[O-].[K+].[K+], predict the reaction product. The product is: [NH2:22][C:23]1[N:24]=[CH:25][C:26]([C:16]2[CH:17]=[CH:18][C:12]3[O:11][CH2:10][CH2:9][N:8]([C:6]([O:5][C:2]([CH3:4])([CH3:3])[CH3:1])=[O:7])[CH2:14][C:13]=3[CH:15]=2)=[CH:27][C:28]=1[S:29]([NH2:32])(=[O:31])=[O:30]. (4) Given the reactants [CH3:1][NH:2][C:3]([C:5]1[CH:6]=[N:7][C:8]([O:11][C:12]2[CH:22]=[CH:21][C:15]3[CH2:16][CH2:17][NH:18][CH2:19][CH2:20][C:14]=3[CH:13]=2)=[CH:9][CH:10]=1)=[O:4].[CH:23]1([CH:26]=O)[CH2:25][CH2:24]1, predict the reaction product. The product is: [CH:23]1([CH2:26][N:18]2[CH2:17][CH2:16][C:15]3[CH:21]=[CH:22][C:12]([O:11][C:8]4[N:7]=[CH:6][C:5]([C:3]([NH:2][CH3:1])=[O:4])=[CH:10][CH:9]=4)=[CH:13][C:14]=3[CH2:20][CH2:19]2)[CH2:25][CH2:24]1. (5) Given the reactants [Cl:1][C:2]1[N:7]=[C:6](Cl)[C:5]([I:9])=[C:4]([C:10]([O:12][CH3:13])=[O:11])[N:3]=1.[CH2:14]([NH2:20])[C:15]1[O:19][CH:18]=[CH:17][CH:16]=1.C(N(CC)CC)C, predict the reaction product. The product is: [Cl:1][C:2]1[N:7]=[C:6]([NH:20][CH2:14][C:15]2[O:19][CH:18]=[CH:17][CH:16]=2)[C:5]([I:9])=[C:4]([C:10]([O:12][CH3:13])=[O:11])[N:3]=1. (6) Given the reactants C(OC([N:8]1[CH2:13][CH2:12][N:11]([C:14]([C:16]2[CH:21]=[CH:20][CH:19]=[C:18]([CH:22]([CH3:24])[CH3:23])[N:17]=2)=[O:15])[CH2:10][C:9]1([CH3:26])[CH3:25])=O)(C)(C)C.[C:27]([OH:33])([C:29]([F:32])([F:31])[F:30])=[O:28], predict the reaction product. The product is: [F:30][C:29]([F:32])([F:31])[C:27]([OH:33])=[O:28].[CH3:25][C:9]1([CH3:26])[NH:8][CH2:13][CH2:12][N:11]([C:14]([C:16]2[CH:21]=[CH:20][CH:19]=[C:18]([CH:22]([CH3:23])[CH3:24])[N:17]=2)=[O:15])[CH2:10]1. (7) Given the reactants [CH:1]1([C:4]([CH:6]2[C:11](=O)[CH2:10][CH2:9][N:8]([C:13]([O:15][C:16]([CH3:19])([CH3:18])[CH3:17])=[O:14])[CH2:7]2)=O)[CH2:3][CH2:2]1.[C:20]([CH2:22][C:23]([NH2:25])=[O:24])#[N:21].C(NCC)C, predict the reaction product. The product is: [C:20]([C:22]1[C:23]([OH:24])=[N:25][C:4]([CH:1]2[CH2:3][CH2:2]2)=[C:6]2[C:11]=1[CH2:10][CH2:9][N:8]([C:13]([O:15][C:16]([CH3:19])([CH3:18])[CH3:17])=[O:14])[CH2:7]2)#[N:21]. (8) Given the reactants [C:1]1([C:7]2[N:8]=[CH:9][C:10]3[O:11][CH2:12][CH2:13][NH:14][C:15]=3[N:16]=2)[CH:6]=[CH:5][CH:4]=[CH:3][CH:2]=1.C[Si]([N-][Si](C)(C)C)(C)C.[Li+].[F:27][C:28]1[N:33]=[C:32](F)[CH:31]=[CH:30][N:29]=1, predict the reaction product. The product is: [F:27][C:28]1[N:33]=[C:32]([N:14]2[CH2:13][CH2:12][O:11][C:10]3[CH:9]=[N:8][C:7]([C:1]4[CH:2]=[CH:3][CH:4]=[CH:5][CH:6]=4)=[N:16][C:15]2=3)[CH:31]=[CH:30][N:29]=1. (9) The product is: [Cl:1][C:2]1[CH:7]=[CH:6][N:5]=[C:4]2[N:8]([S:19]([C:22]3[CH:27]=[CH:26][CH:25]=[CH:24][CH:23]=3)(=[O:21])=[O:20])[CH:9]=[C:10]([C:11]3[CH:12]=[C:13]([CH:14]=[CH:15][CH:16]=3)[CH2:17][NH:18][C:39]([C:35]3[C:34](=[O:42])[N:33]([CH2:32][C:31]4[CH:43]=[CH:44][C:45]([F:46])=[C:29]([F:28])[CH:30]=4)[CH:38]=[CH:37][CH:36]=3)=[O:40])[C:3]=12. Given the reactants [Cl:1][C:2]1[CH:7]=[CH:6][N:5]=[C:4]2[N:8]([S:19]([C:22]3[CH:27]=[CH:26][CH:25]=[CH:24][CH:23]=3)(=[O:21])=[O:20])[CH:9]=[C:10]([C:11]3[CH:12]=[C:13]([CH2:17][NH2:18])[CH:14]=[CH:15][CH:16]=3)[C:3]=12.[F:28][C:29]1[CH:30]=[C:31]([CH:43]=[CH:44][C:45]=1[F:46])[CH2:32][N:33]1[CH:38]=[CH:37][CH:36]=[C:35]([C:39](Cl)=[O:40])[C:34]1=[O:42], predict the reaction product.